From a dataset of Forward reaction prediction with 1.9M reactions from USPTO patents (1976-2016). Predict the product of the given reaction. (1) Given the reactants Cl.[CH3:2][NH:3][OH:4].C[O-].[Na+].[OH:8][C:9]1[CH:10]=[C:11]2[C:16](=[CH:17][CH:18]=1)[O:15][CH:14]([C:19]1[CH:24]=[CH:23][CH:22]=[CH:21][CH:20]=1)[CH2:13]/[C:12]/2=[N:25]\[C:26]#[N:27], predict the reaction product. The product is: [NH2:27][C:26]1[N:3]([CH3:2])[O:4][C:12]2([C:11]3[C:16](=[CH:17][CH:18]=[C:9]([OH:8])[CH:10]=3)[O:15][CH:14]([C:19]3[CH:24]=[CH:23][CH:22]=[CH:21][CH:20]=3)[CH2:13]2)[N:25]=1. (2) Given the reactants [CH3:1][C:2]1[CH:3]=[CH:4][C:5]([N:9]2[N:32]=[C:31]([CH3:33])/[C:12](=[N:13]/[NH:14][C:15]3[CH:16]=[CH:17][CH:18]=[C:19]([C:22]4[CH:23]=[CH:24][CH:25]=[C:26]([C:28]([OH:30])=[O:29])[CH:27]=4)[C:20]=3[OH:21])/[C:10]2=[O:11])=[CH:6][C:7]=1[CH3:8], predict the reaction product. The product is: [CH3:1][C:2]1[CH:3]=[CH:4][C:5]([N:9]2[N:32]=[C:31]([CH3:33])/[C:12](=[N:13]/[NH:14][C:15]3[CH:16]=[CH:17][CH:18]=[C:19]([C:22]4[CH:23]=[CH:24][CH:25]=[C:26]([C:28]([OH:30])=[O:29])[CH:27]=4)[C:20]=3[OH:21])/[C:10]2=[O:11])=[CH:6][C:7]=1[CH3:8].[CH2:10]([CH2:12][NH2:13])[OH:11]. (3) The product is: [Br:1][C:2]1[N:7]=[CH:6][C:5]2[CH:8]=[C:9]([C:11]3[CH:12]=[N:13][N:14]([CH3:16])[CH:15]=3)[N:10]([C:18]3[N:23]=[CH:22][CH:21]=[CH:20][N:19]=3)[C:4]=2[CH:3]=1. Given the reactants [Br:1][C:2]1[N:7]=[CH:6][C:5]2[CH:8]=[C:9]([C:11]3[CH:12]=[N:13][N:14]([CH3:16])[CH:15]=3)[NH:10][C:4]=2[CH:3]=1.Br[C:18]1[N:23]=[CH:22][CH:21]=[CH:20][N:19]=1.C(=O)([O-])[O-].[K+].[K+], predict the reaction product. (4) Given the reactants [C:1]1([C:7]2([C:10]3[N:15]=[C:14]4[S:16][C:17]([C:19]5[CH:20]=[C:21]6[C:26](=[CH:27][CH:28]=5)[CH2:25][NH:24][CH2:23][CH2:22]6)=[N:18][C:13]4=[CH:12][CH:11]=3)[CH2:9][CH2:8]2)[CH:6]=[CH:5][CH:4]=[CH:3][CH:2]=1.[C:29]([OH:33])(=[O:32])[CH:30]=[CH2:31].CCN(C(C)C)C(C)C, predict the reaction product. The product is: [C:1]1([C:7]2([C:10]3[N:15]=[C:14]4[S:16][C:17]([C:19]5[CH:20]=[C:21]6[C:26](=[CH:27][CH:28]=5)[CH2:25][N:24]([CH2:31][CH2:30][C:29]([OH:33])=[O:32])[CH2:23][CH2:22]6)=[N:18][C:13]4=[CH:12][CH:11]=3)[CH2:9][CH2:8]2)[CH:2]=[CH:3][CH:4]=[CH:5][CH:6]=1. (5) The product is: [C:11]1([C:9]2[N:8]=[C:7]([CH:17]=[O:18])[N:6]3[CH2:5][CH2:4][CH2:3][CH2:2][C:10]=23)[CH:16]=[CH:15][CH:14]=[CH:13][CH:12]=1. Given the reactants Br[CH2:2][CH2:3][CH2:4][CH2:5][N:6]1[CH:10]=[C:9]([C:11]2[CH:16]=[CH:15][CH:14]=[CH:13][CH:12]=2)[N:8]=[C:7]1[CH:17]=[O:18].N(/C(C)(CC)C#N)=N\C(C)(CC)C#N.C([SnH](CCCC)CCCC)CCC.CC(N=NC(C#N)(C)C)(C#N)C, predict the reaction product. (6) The product is: [Si:10]([O:4][CH2:3][C@@H:2]([NH2:1])[CH2:5][C:6]([F:9])([CH3:8])[CH3:7])([C:13]([CH3:16])([CH3:15])[CH3:14])([CH3:12])[CH3:11]. Given the reactants [NH2:1][C@@H:2]([CH2:5][C:6]([F:9])([CH3:8])[CH3:7])[CH2:3][OH:4].[Si:10](Cl)([C:13]([CH3:16])([CH3:15])[CH3:14])([CH3:12])[CH3:11].C(N(CC)CC)C.[Cl-].[NH4+], predict the reaction product. (7) Given the reactants Br[C:2]1[CH:3]=[CH:4][C:5]2[C:13]3[O:12][N:11]=[C:10]([C:14]4[CH:19]=[CH:18][C:17]([O:20][C:21]([F:24])([F:23])[F:22])=[CH:16][CH:15]=4)[C:9]=3[CH2:8][CH2:7][C:6]=2[CH:25]=1.[CH2:26]([Sn](CCCC)(CCCC)C=C)[CH2:27]CC, predict the reaction product. The product is: [F:23][C:21]([F:24])([F:22])[O:20][C:17]1[CH:18]=[CH:19][C:14]([C:10]2[C:9]3[CH2:8][CH2:7][C:6]4[CH:25]=[C:2]([CH:26]=[CH2:27])[CH:3]=[CH:4][C:5]=4[C:13]=3[O:12][N:11]=2)=[CH:15][CH:16]=1.